From a dataset of Full USPTO retrosynthesis dataset with 1.9M reactions from patents (1976-2016). Predict the reactants needed to synthesize the given product. (1) Given the product [CH2:5]([O:7][CH2:8][C:9]1[N:10]([CH2:22][CH:23]([OH:27])[CH2:24][CH2:25][NH:26][CH3:28])[C:11]2[C:20]3[CH:19]=[CH:18][CH:17]=[CH:16][C:15]=3[N:14]=[CH:13][C:12]=2[N:21]=1)[CH3:6], predict the reactants needed to synthesize it. The reactants are: C(O)(C)C.[CH2:5]([O:7][CH2:8][C:9]1[N:10]([CH2:22][CH:23]2[O:27][N:26]([CH3:28])[CH2:25][CH2:24]2)[C:11]2[C:20]3[CH:19]=[CH:18][CH:17]=[CH:16][C:15]=3[N:14]=[CH:13][C:12]=2[N:21]=1)[CH3:6]. (2) Given the product [NH2:15][CH:16]1[CH2:21][CH2:20][N:19]([C:5](=[O:7])[CH2:4][CH2:3][O:2][CH3:1])[CH2:18][CH2:17]1, predict the reactants needed to synthesize it. The reactants are: [CH3:1][O:2][CH2:3][CH2:4][C:5]([OH:7])=O.C([NH:15][CH:16]1[CH2:21][CH2:20][NH:19][CH2:18][CH2:17]1)(OC(C)(C)C)=O.C(N(CC)C(C)C)(C)C.CCCP(=O)=O. (3) Given the product [C:7]([O:6][C:4]([N:2]([CH3:1])[NH:3][C:12](=[NH:17])[CH3:13])=[O:5])([CH3:10])([CH3:9])[CH3:8], predict the reactants needed to synthesize it. The reactants are: [CH3:1][N:2]([C:4]([O:6][C:7]([CH3:10])([CH3:9])[CH3:8])=[O:5])[NH2:3].Cl.[C:12](=[NH:17])(OCC)[CH3:13].C(=O)([O-])[O-].[K+].[K+]. (4) Given the product [CH3:19][C:20]([NH:27][C:5]([NH:4][C@H:3]([C:14]([OH:16])=[O:15])[C:2]([CH3:1])([CH3:17])[CH3:18])=[O:6])([CH3:21])[CH2:22][CH2:23][CH2:24][CH:25]=[CH2:26], predict the reactants needed to synthesize it. The reactants are: [CH3:1][C:2]([CH3:18])([CH3:17])[C@@H:3]([C:14]([OH:16])=[O:15])[NH:4][C:5](N(C)CCCC=C)=[O:6].[CH3:19][C:20]([NH2:27])([CH2:22][CH2:23][CH2:24][CH:25]=[CH2:26])[CH3:21].